This data is from Full USPTO retrosynthesis dataset with 1.9M reactions from patents (1976-2016). The task is: Predict the reactants needed to synthesize the given product. (1) Given the product [S:16]1[C:9]2[CH2:8][CH2:7][NH:6][CH2:12][CH:11]([OH:13])[C:10]=2[CH:14]=[CH:15]1, predict the reactants needed to synthesize it. The reactants are: FC(F)(F)S([N:6]1[CH2:12][C:11](=[O:13])[C:10]2[CH:14]=[CH:15][S:16][C:9]=2[CH2:8][CH2:7]1)(=O)=O.[H-].[Al+3].[Li+].[H-].[H-].[H-]. (2) Given the product [F:1][C:2]1[CH:7]=[CH:6][C:5]([C:8]2[CH:13]=[CH:12][N:11]=[CH:10][C:9]=2[N:14]([CH2:15][C:16]([F:18])([F:17])[F:19])[C:29](=[O:30])[C:28]2[CH:32]=[C:33]([C:35]([F:38])([F:36])[F:37])[CH:34]=[C:26]([S:23]([CH3:22])(=[O:25])=[O:24])[CH:27]=2)=[C:4]([O:20][CH3:21])[CH:3]=1, predict the reactants needed to synthesize it. The reactants are: [F:1][C:2]1[CH:7]=[CH:6][C:5]([C:8]2[CH:13]=[CH:12][N:11]=[CH:10][C:9]=2[NH:14][CH2:15][C:16]([F:19])([F:18])[F:17])=[C:4]([O:20][CH3:21])[CH:3]=1.[CH3:22][S:23]([C:26]1[CH:27]=[C:28]([CH:32]=[C:33]([C:35]([F:38])([F:37])[F:36])[CH:34]=1)[C:29](O)=[O:30])(=[O:25])=[O:24]. (3) Given the product [Br:18][C:19]1[CH:24]=[CH:23][C:22]([C@H:25]([N:27]2[CH2:16][CH2:15][N:4]([S:5]([C:8]3[CH:13]=[CH:12][C:11]([CH3:14])=[CH:10][CH:9]=3)(=[O:7])=[O:6])[CH2:3][CH2:2]2)[CH3:26])=[CH:21][CH:20]=1, predict the reactants needed to synthesize it. The reactants are: Cl[CH2:2][CH2:3][N:4]([CH2:15][CH2:16]Cl)[S:5]([C:8]1[CH:13]=[CH:12][C:11]([CH3:14])=[CH:10][CH:9]=1)(=[O:7])=[O:6].[Br:18][C:19]1[CH:24]=[CH:23][C:22]([C@H:25]([NH2:27])[CH3:26])=[CH:21][CH:20]=1.CCO.O. (4) Given the product [C:18]([O:14][CH:8]([C:5]1[CH:6]=[CH:7][C:2]([Cl:1])=[C:3]([N+:15]([O-:17])=[O:16])[CH:4]=1)[C:9]([O:11][CH2:12][CH3:13])=[O:10])(=[O:20])[CH3:19], predict the reactants needed to synthesize it. The reactants are: [Cl:1][C:2]1[CH:7]=[CH:6][C:5]([CH:8]([OH:14])[C:9]([O:11][CH2:12][CH3:13])=[O:10])=[CH:4][C:3]=1[N+:15]([O-:17])=[O:16].[C:18](OC(=O)C)(=[O:20])[CH3:19]. (5) Given the product [NH:4]1[C:3]2[C:7](=[CH:8][CH:9]=[CH:10][CH:2]=2)[N:6]=[N:5]1, predict the reactants needed to synthesize it. The reactants are: Br[C:2]1[CH:10]=[CH:9][CH:8]=[C:7]2[C:3]=1[N:4]=[N:5][NH:6]2.[OH-].[K+].II.[OH-].[Na+]. (6) Given the product [F:1][C:2]1[C:3]([C:32]2[N:33]=[CH:34][NH:35][CH:36]=2)=[CH:4][C:5]([C:10]2[N:11]=[N:12][C:13]([N:16]([CH3:27])[CH:17]3[CH2:22][C:21]([CH3:24])([CH3:23])[NH:20][C:19]([CH3:26])([CH3:25])[CH2:18]3)=[CH:14][CH:15]=2)=[C:6]([O:8][CH3:9])[CH:7]=1, predict the reactants needed to synthesize it. The reactants are: [F:1][C:2]1[CH:7]=[C:6]([O:8][CH3:9])[C:5]([C:10]2[N:11]=[N:12][C:13]([N:16]([CH3:27])[CH:17]3[CH2:22][C:21]([CH3:24])([CH3:23])[NH:20][C:19]([CH3:26])([CH3:25])[CH2:18]3)=[CH:14][CH:15]=2)=[CH:4][C:3]=1B(O)O.Br[C:32]1[N:33]=[CH:34][NH:35][CH:36]=1. (7) The reactants are: [S:1](=[O:26])(=[O:25])([O:3][CH2:4][C@@H:5]1[C@@H:12]2[C@@H:8]([O:9]C(C)(C)[O:11]2)[C@H:7]([C:15]2[C:19]3[N:20]=[CH:21][N:22]=[C:23]([NH2:24])[C:18]=3[NH:17][N:16]=2)[O:6]1)[NH2:2]. Given the product [S:1](=[O:26])(=[O:25])([O:3][CH2:4][C@@H:5]1[C@@H:12]([OH:11])[C@@H:8]([OH:9])[C@H:7]([C:15]2[C:19]3[N:20]=[CH:21][N:22]=[C:23]([NH2:24])[C:18]=3[NH:17][N:16]=2)[O:6]1)[NH2:2], predict the reactants needed to synthesize it. (8) Given the product [C:7]1([C@@H:5]2[CH2:6][C@H:4]2[NH:1][C:2](=[O:3])[O:21][CH:15]2[CH:16]3[CH2:19][CH2:20][N:13]([CH2:18][CH2:17]3)[CH2:14]2)[CH:12]=[CH:11][CH:10]=[CH:9][CH:8]=1, predict the reactants needed to synthesize it. The reactants are: [N:1]([C@@H:4]1[CH2:6][C@H:5]1[C:7]1[CH:12]=[CH:11][CH:10]=[CH:9][CH:8]=1)=[C:2]=[O:3].[N:13]12[CH2:20][CH2:19][CH:16]([CH2:17][CH2:18]1)[CH:15]([OH:21])[CH2:14]2. (9) The reactants are: C(OC(N1CCN(C([C:16]2[C:24]3[C:19](=[CH:20][CH:21]=[C:22]([C:25]#[N:26])[CH:23]=3)[N:18]([C:27]3[CH:32]=[CH:31][CH:30]=[CH:29][CH:28]=3)[C:17]=2[O:33][C:34]2[CH:39]=[C:38]([F:40])[CH:37]=[CH:36][C:35]=2[CH3:41])=O)CC1)=O)(C)(C)C.[C:42]([NH2:45])(=[O:44])C.[OH2:46]. Given the product [F:40][C:38]1[CH:37]=[CH:36][C:35]([CH3:41])=[C:34]([CH:39]=1)[O:33][C:17]1[N:18]([C:27]2[CH:28]=[CH:29][CH:30]=[CH:31][CH:32]=2)[C:19]2[C:24]([C:16]=1[C:42]([N:45]1[CH2:20][CH2:19][NH:18][CH2:17][CH2:16]1)=[O:44])=[CH:23][C:22]([C:25]([NH2:26])=[O:46])=[CH:21][CH:20]=2, predict the reactants needed to synthesize it. (10) Given the product [CH3:1][O:2][C@H:3]1[C@@H:8]([NH:9][C@@H:10]2[CH2:17][C@H:13]3[O:14][CH2:15][CH2:16][C@@:12]3([C:18]([N:20]3[CH2:21][CH2:22][NH:23][CH2:24][CH2:25]3)=[O:19])[CH2:11]2)[CH2:7][CH2:6][O:5][CH2:4]1, predict the reactants needed to synthesize it. The reactants are: [CH3:1][O:2][C@H:3]1[C@@H:8]([NH:9][C@@H:10]2[CH2:17][C@H:13]3[O:14][CH2:15][CH2:16][C@@:12]3([C:18]([N:20]3[CH2:25][CH2:24][N:23](C(OCC4C=CC=CC=4)=O)[CH2:22][CH2:21]3)=[O:19])[CH2:11]2)[CH2:7][CH2:6][O:5][CH2:4]1.[H][H].